Task: Predict the reactants needed to synthesize the given product.. Dataset: Full USPTO retrosynthesis dataset with 1.9M reactions from patents (1976-2016) (1) Given the product [OH:15][C:8]1[CH:7]=[C:6]([O:5][CH2:4][CH2:3][NH:2][C:31]2[N:36]=[CH:35][CH:34]=[CH:33][N:32]=2)[CH:14]=[CH:13][C:9]=1[C:10]([OH:12])=[O:11], predict the reactants needed to synthesize it. The reactants are: Cl.[NH2:2][CH2:3][CH2:4][O:5][C:6]1[CH:14]=[CH:13][C:9]([C:10]([OH:12])=[O:11])=[C:8]([OH:15])[CH:7]=1.CCN(C(C)C)C(C)C.C[Si](Cl)(C)C.Br[C:31]1[N:36]=[CH:35][CH:34]=[CH:33][N:32]=1. (2) The reactants are: [CH2:1]([N:8]1[C:16]2[C:11](=[CH:12][CH:13]=[CH:14][CH:15]=2)[C:10]([C:17]([NH:19][C@@H:20]([CH2:42][CH2:43][CH2:44][C:45]([O:47]CC2C=CC=CC=2)=[O:46])[C:21]([O:23][C@@H:24]([CH2:29][C:30]2[CH:39]=[CH:38][C:37]3[C:32](=[CH:33][CH:34]=[C:35]([CH2:40][CH3:41])[CH:36]=3)[CH:31]=2)[CH2:25][C:26]([NH2:28])=[O:27])=[O:22])=[O:18])=[CH:9]1)[C:2]1[CH:7]=[CH:6][CH:5]=[CH:4][CH:3]=1.C1(OC)C=CC=CC=1.[Cl-].[Al+3].[Cl-].[Cl-]. Given the product [CH2:1]([N:8]1[C:16]2[C:11](=[CH:12][CH:13]=[CH:14][CH:15]=2)[C:10]([C:17]([NH:19][C@@H:20]([CH2:42][CH2:43][CH2:44][C:45]([OH:47])=[O:46])[C:21]([O:23][C@@H:24]([CH2:29][C:30]2[CH:39]=[CH:38][C:37]3[C:32](=[CH:33][CH:34]=[C:35]([CH2:40][CH3:41])[CH:36]=3)[CH:31]=2)[CH2:25][C:26]([NH2:28])=[O:27])=[O:22])=[O:18])=[CH:9]1)[C:2]1[CH:3]=[CH:4][CH:5]=[CH:6][CH:7]=1, predict the reactants needed to synthesize it. (3) The reactants are: Cl.C(OC(=O)[NH:8][CH:9]1[CH2:14][CH2:13][N:12]([CH2:15][CH2:16][C:17]#[N:18])[CH2:11][CH2:10]1)(C)(C)C. Given the product [NH2:8][CH:9]1[CH2:14][CH2:13][N:12]([CH2:15][CH2:16][C:17]#[N:18])[CH2:11][CH2:10]1, predict the reactants needed to synthesize it. (4) Given the product [CH2:19]([O:18][C:16](=[O:17])[CH:15]([O:11][C:8]1[CH:7]=[CH:6][C:5]([C:1]([CH3:4])([CH3:2])[CH3:3])=[CH:10][CH:9]=1)[CH3:21])[CH3:20], predict the reactants needed to synthesize it. The reactants are: [C:1]([C:5]1[CH:10]=[CH:9][C:8]([OH:11])=[CH:7][CH:6]=1)([CH3:4])([CH3:3])[CH3:2].[H-].[Na+].Br[CH:15]([CH3:21])[C:16]([O:18][CH2:19][CH3:20])=[O:17]. (5) Given the product [F:10][C:11]1[CH:12]=[C:13]([CH:16]=[CH:17][CH:18]=1)[CH2:14][N:15]1[C:6]([CH3:8])=[CH:7][C:2]([OH:1])=[CH:3][C:4]1=[O:9], predict the reactants needed to synthesize it. The reactants are: [OH:1][C:2]1[CH:7]=[C:6]([CH3:8])O[C:4](=[O:9])[CH:3]=1.[F:10][C:11]1[CH:12]=[C:13]([CH:16]=[CH:17][CH:18]=1)[CH2:14][NH2:15]. (6) The reactants are: [CH2:1]([O:8][C:9](=[O:23])[C@@H:10]([NH:15][C:16]([O:18][C:19]([CH3:22])([CH3:21])[CH3:20])=[O:17])[CH2:11][C:12]([OH:14])=O)[C:2]1[CH:7]=[CH:6][CH:5]=[CH:4][CH:3]=1.[C:24]1([C:30]2[CH:43]=[CH:42][C:33]3[N:34]=[C:35]([CH2:37][C:38]([NH:40][NH2:41])=O)[S:36][C:32]=3[CH:31]=2)[CH:29]=[CH:28][CH:27]=[CH:26][CH:25]=1. Given the product [C:19]([O:18][C:16]([NH:15][C@@H:10]([CH2:11][C:12]1[O:14][C:38]([CH2:37][C:35]2[S:36][C:32]3[CH:31]=[C:30]([C:24]4[CH:29]=[CH:28][CH:27]=[CH:26][CH:25]=4)[CH:43]=[CH:42][C:33]=3[N:34]=2)=[N:40][N:41]=1)[C:9]([O:8][CH2:1][C:2]1[CH:3]=[CH:4][CH:5]=[CH:6][CH:7]=1)=[O:23])=[O:17])([CH3:22])([CH3:21])[CH3:20], predict the reactants needed to synthesize it. (7) Given the product [C:1]([C:5]1[CH:6]=[C:7]([NH:20][C:21]([NH:23][C@@H:24]2[C:33]3[C:28](=[CH:29][CH:30]=[CH:31][CH:32]=3)[C@H:27]([O:34][C:35]3[CH:36]=[CH:37][C:38]4[N:39]([C:41]([N:44]5[CH2:49][CH2:48][CH2:47][CH2:46][C@H:45]5[CH3:50])=[N:42][N:43]=4)[CH:40]=3)[CH2:26][CH2:25]2)=[O:22])[N:8]([C:10]2[CH:15]=[CH:14][CH:13]=[C:12]([O:16][CH2:17][CH2:18][N:53]([CH3:54])[CH3:52])[CH:11]=2)[N:9]=1)([CH3:4])([CH3:2])[CH3:3], predict the reactants needed to synthesize it. The reactants are: [C:1]([C:5]1[CH:6]=[C:7]([NH:20][C:21]([NH:23][C@@H:24]2[C:33]3[C:28](=[CH:29][CH:30]=[CH:31][CH:32]=3)[C@H:27]([O:34][C:35]3[CH:36]=[CH:37][C:38]4[N:39]([C:41]([N:44]5[CH2:49][CH2:48][CH2:47][CH2:46][C@H:45]5[CH3:50])=[N:42][N:43]=4)[CH:40]=3)[CH2:26][CH2:25]2)=[O:22])[N:8]([C:10]2[CH:15]=[CH:14][CH:13]=[C:12]([O:16][CH2:17][CH2:18]O)[CH:11]=2)[N:9]=1)([CH3:4])([CH3:3])[CH3:2].C[CH2:52][N:53](C(C)C)[CH:54](C)C.CS(Cl)(=O)=O.C([O-])(O)=O.[Na+].CNC. (8) Given the product [CH:1]1[C:9]2[C:8]3[CH:10]=[CH:11][CH:12]=[CH:13][C:7]=3[S:6][C:5]=2[C:4]([Li:18])=[CH:3][CH:2]=1, predict the reactants needed to synthesize it. The reactants are: [CH:1]1[C:9]2[C:8]3[CH:10]=[CH:11][CH:12]=[CH:13][C:7]=3[S:6][C:5]=2[CH:4]=[CH:3][CH:2]=1.C([Li:18])CCC.CCCCCC.